Task: Regression/Classification. Given a drug SMILES string, predict its absorption, distribution, metabolism, or excretion properties. Task type varies by dataset: regression for continuous measurements (e.g., permeability, clearance, half-life) or binary classification for categorical outcomes (e.g., BBB penetration, CYP inhibition). Dataset: cyp2c9_veith.. Dataset: CYP2C9 inhibition data for predicting drug metabolism from PubChem BioAssay (1) The molecule is O=C(c1c(F)cccc1F)N1CCN(c2ccccc2F)CC1. The result is 1 (inhibitor). (2) The result is 0 (non-inhibitor). The molecule is COc1ccc(COC(=O)N/N=C2/C[C@@H](O)[C@@H](O)[C@H]3[C@@H]2CC[C@@H]2C(=O)N(Cc4ccccc4)C(=O)[C@H]23)cc1. (3) The compound is CCCC(=O)Nc1cc(-c2cn3cccnc3n2)ccc1OC. The result is 0 (non-inhibitor). (4) The compound is C[C@]1(CO)[C@H]2CC[C@H]3C[C@H]4C[C@@]3(CC[C@]4(O)COC(=O)CN)[C@]2(C)CC[C@H]1O. The result is 0 (non-inhibitor). (5) The compound is Cc1cc(OCC(F)(F)C(F)(F)C(F)(F)C(F)F)nc(N)n1. The result is 0 (non-inhibitor).